Dataset: Experimentally validated miRNA-target interactions with 360,000+ pairs, plus equal number of negative samples. Task: Binary Classification. Given a miRNA mature sequence and a target amino acid sequence, predict their likelihood of interaction. (1) The protein sequence of the target gene is MAPAGCCCCCCFWGGAVAAAGAARRVLLLLLLGVLSAGLRPGALATEHYSPLSLLKQELQHRQQQEAPAGGGGCSPQSGDWGDQYSAECGESSFLNFHDSDCEPKGSSPCDSLLSLNTEKILSQAKSIAEQKRFPFATDNDSTNEELAIAYVLIGSGLYDEAIRHFSTMLQEEPDLVSAIYGRGIAYGKKGLHDIKNAELALFELSRVITLEPDRPEVFEQRAEILSPLGRINEAVNDLTKAIQLQPSARLYRHRGTLYFISEDYATAHEDFQQSLELNKNQPIAMLYKGLTFFHRGLLK.... The miRNA is mmu-miR-5113 with sequence ACAGAGGAGGAGAGAGAUCCUGU. Result: 0 (no interaction). (2) The miRNA is hsa-miR-548at-3p with sequence CAAAACCGCAGUAACUUUUGU. The protein sequence of the target gene is MSIEIESSDVIRLIMQYLKENSLHRALATLQEETTVSLNTVDSIESFVADINSGHWDTVLQAIQSLKLPDKTLIDLYEQVVLELIELRELGAARSLLRQTDPMIMLKQTQPERYIHLENLLARSYFDPREAYPDGSSKEKRRAAIAQALAGEVSVVPPSRLMALLGQALKWQQHQGLLPPGMTIDLFRGKAAVKDVEEEKFPTQLSRHIKFGQKSHVECARFSPDGQYLVTGSVDGFIEVWNFTTGKIRKDLKYQAQDNFMMMDDAVLCMCFSRDTEMLATGAQDGKIKVWKIQSGQCLR.... Result: 1 (interaction).